From a dataset of Peptide-MHC class I binding affinity with 185,985 pairs from IEDB/IMGT. Regression. Given a peptide amino acid sequence and an MHC pseudo amino acid sequence, predict their binding affinity value. This is MHC class I binding data. (1) The binding affinity (normalized) is 0.0847. The peptide sequence is SSDDIPPRW. The MHC is HLA-B08:03 with pseudo-sequence HLA-B08:03. (2) The MHC is HLA-A30:02 with pseudo-sequence YSAMYQENVAHTDENTLYIIYEHYTWARLAYTWY. The peptide sequence is HFIDERGESII. The binding affinity (normalized) is 0. (3) The peptide sequence is YLRQRQAAL. The MHC is HLA-B18:01 with pseudo-sequence HLA-B18:01. The binding affinity (normalized) is 0.0847. (4) The peptide sequence is ASASDQPRQY. The MHC is Mamu-A01 with pseudo-sequence Mamu-A01. The binding affinity (normalized) is 0.198.